Task: Predict the reaction yield, written as a fraction of the theoretical maximum amount of product (1.0 means a 100% yield; for example, 0.34 means a 34% yield).. Dataset: Reaction yield outcomes from USPTO patents with 853,638 reactions (1) The reactants are [C:1]([C:5]1[C:9]2[CH2:10][NH:11][CH2:12][CH2:13][C:8]=2[NH:7][N:6]=1)([CH3:4])([CH3:3])[CH3:2].[Cl:14][C:15]1[CH:20]=[CH:19][CH:18]=[C:17]([N:21]=[C:22]=[O:23])[CH:16]=1. The catalyst is C(Cl)Cl. The product is [C:1]([C:5]1[C:9]2[CH2:10][N:11]([C:22]([NH:21][C:17]3[CH:18]=[CH:19][CH:20]=[C:15]([Cl:14])[CH:16]=3)=[O:23])[CH2:12][CH2:13][C:8]=2[NH:7][N:6]=1)([CH3:4])([CH3:2])[CH3:3]. The yield is 0.397. (2) The catalyst is C1COCC1. The product is [CH3:24][C:21]1([CH3:25])[CH2:22][CH2:23][C:18]([C:4]2[CH:3]=[C:2]([C:39]3([OH:42])[CH2:40][CH2:41][O:36][CH2:37][CH2:38]3)[CH:7]=[CH:6][C:5]=2[NH:8][C:9]([C:11]2[NH:15][C:14]([C:16]#[N:17])=[CH:13][N:12]=2)=[O:10])=[CH:19][CH2:20]1. The yield is 0.790. The reactants are Br[C:2]1[CH:7]=[CH:6][C:5]([NH:8][C:9]([C:11]2[NH:12][CH:13]=[C:14]([C:16]#[N:17])[N:15]=2)=[O:10])=[C:4]([C:18]2[CH2:23][CH2:22][C:21]([CH3:25])([CH3:24])[CH2:20][CH:19]=2)[CH:3]=1.C([Mg]Cl)(C)C.[Li]C(C)(C)C.[O:36]1[CH2:41][CH2:40][C:39](=[O:42])[CH2:38][CH2:37]1. (3) The reactants are [Cl:1][C:2]1[CH:3]=[C:4]([NH2:19])[C:5]2[CH:6]=[CH:7][N:8]([CH2:11][O:12][CH2:13][CH2:14][Si:15]([CH3:18])([CH3:17])[CH3:16])[C:9]=2[CH:10]=1.[CH3:20][O:21][C:22]1[CH:27]=[CH:26][C:25]([S:28](Cl)(=[O:30])=[O:29])=[CH:24][CH:23]=1. No catalyst specified. The product is [Cl:1][C:2]1[CH:10]=[C:9]2[C:5]([CH:6]=[CH:7][N:8]2[CH2:11][O:12][CH2:13][CH2:14][Si:15]([CH3:16])([CH3:18])[CH3:17])=[C:4]([NH:19][S:28]([C:25]2[CH:24]=[CH:23][C:22]([O:21][CH3:20])=[CH:27][CH:26]=2)(=[O:30])=[O:29])[CH:3]=1. The yield is 0.970. (4) The reactants are Cl[CH2:2][CH2:3][NH:4][C:5]([NH:7][C:8]1[CH:13]=[CH:12][C:11]([OH:14])=[CH:10][C:9]=1[F:15])=[O:6].CC([O-])(C)C.[Na+]. The catalyst is C1COCC1. The product is [F:15][C:9]1[CH:10]=[C:11]([OH:14])[CH:12]=[CH:13][C:8]=1[N:7]1[CH2:2][CH2:3][NH:4][C:5]1=[O:6]. The yield is 0.360.